This data is from Reaction yield outcomes from USPTO patents with 853,638 reactions. The task is: Predict the reaction yield, written as a fraction of the theoretical maximum amount of product (1.0 means a 100% yield; for example, 0.34 means a 34% yield). (1) The reactants are [F:1][C:2]1[CH:7]=[CH:6][C:5]([OH:8])=[C:4]([CH3:9])[CH:3]=1.[Na+].[I-:11].[OH-].[Na+].[O-]Cl.[Na+].S([O-])([O-])(=O)=S.[Na+].[Na+].Cl. The catalyst is CO. The product is [F:1][C:2]1[CH:3]=[C:4]([CH3:9])[C:5]([OH:8])=[C:6]([I:11])[CH:7]=1. The yield is 0.685. (2) The reactants are [NH:1]([C:8]1[N:9]([C:21]2[CH:26]=[CH:25][CH:24]=[CH:23][CH:22]=2)[C:10]2[C:15]([C:16](=[O:18])[CH:17]=1)=[C:14](Cl)[N:13]=[C:12]([CH3:20])[CH:11]=2)[C:2]1[CH:7]=[CH:6][CH:5]=[CH:4][CH:3]=1.[SH:27][CH2:28][C:29]([O:31][CH2:32][CH3:33])=[O:30]. The catalyst is CCO. The product is [CH2:32]([O:31][C:29](=[O:30])[CH2:28][S:27][C:14]1[N:13]=[C:12]([CH3:20])[CH:11]=[C:10]2[C:15]=1[C:16](=[O:18])[CH:17]=[C:8]([NH:9][C:21]1[CH:26]=[CH:25][CH:24]=[CH:23][CH:22]=1)[N:1]2[C:2]1[CH:3]=[CH:4][CH:5]=[CH:6][CH:7]=1)[CH3:33]. The yield is 0.490. (3) The reactants are C([O:8][C:9]1[CH:10]=[N:11][C:12]2[C:17]([C:18]=1[CH2:19][OH:20])=[N:16][C:15]([O:21][CH3:22])=[CH:14][CH:13]=2)C1C=CC=CC=1. The catalyst is [Pd].CO. The product is [OH:20][CH2:19][C:18]1[C:17]2[C:12](=[CH:13][CH:14]=[C:15]([O:21][CH3:22])[N:16]=2)[N:11]=[CH:10][C:9]=1[OH:8]. The yield is 0.810. (4) The reactants are [CH:1]1(/[CH:6]=[CH:7]/[CH:8]=[O:9])[CH2:5][CH2:4][CH2:3][CH2:2]1.FC(F)(F)C1C=C(C(C2C=C(C(F)(F)F)C=C(C(F)(F)F)C=2)(O[Si](C(C)(C)C)(C)C)[C@H]2CCCN2)C=C(C(F)(F)F)C=1.[N+](C1C=CC(C(O)=O)=CC=1)([O-])=O.C1(C)C=CC=CC=1.[Br:71][C:72]1[CH:73]=[N:74][NH:75][CH:76]=1. No catalyst specified. The product is [Br:71][C:72]1[CH:73]=[N:74][N:75]([C@@H:6]([CH:1]2[CH2:5][CH2:4][CH2:3][CH2:2]2)[CH2:7][CH:8]=[O:9])[CH:76]=1. The yield is 0.850. (5) The reactants are Cl[C:2]1[N:7]=[CH:6][N:5]=[C:4]([NH2:8])[CH:3]=1.[N:9]1[CH:14]=[CH:13][C:12](B(O)O)=[CH:11][CH:10]=1.C([O-])([O-])=O.[Na+].[Na+]. The catalyst is COCCOC.CCO.O.Cl[Pd](Cl)([P](C1C=CC=CC=1)(C1C=CC=CC=1)C1C=CC=CC=1)[P](C1C=CC=CC=1)(C1C=CC=CC=1)C1C=CC=CC=1. The product is [N:9]1[CH:14]=[CH:13][CH:12]=[C:11]([C:2]2[N:7]=[CH:6][N:5]=[C:4]([NH2:8])[CH:3]=2)[CH:10]=1. The yield is 0.350. (6) The catalyst is COCCOC. The yield is 0.990. The product is [NH2:3][C:4]1[CH:9]=[C:8]([C:10]2[CH:15]=[CH:14][C:13]([Cl:16])=[C:12]([O:17][CH3:18])[C:11]=2[F:19])[N:7]=[C:6]([C:20]([NH:1][OH:2])=[O:21])[C:5]=1[Cl:24]. The reactants are [NH2:1][OH:2].[NH2:3][C:4]1[CH:9]=[C:8]([C:10]2[CH:15]=[CH:14][C:13]([Cl:16])=[C:12]([O:17][CH3:18])[C:11]=2[F:19])[N:7]=[C:6]([C:20](OC)=[O:21])[C:5]=1[Cl:24].